This data is from Full USPTO retrosynthesis dataset with 1.9M reactions from patents (1976-2016). The task is: Predict the reactants needed to synthesize the given product. (1) Given the product [C:32]([C:24]1[CH:23]=[CH:22][C:21]([F:20])=[C:30]2[C:25]=1[CH:26]=[C:27]([O:31][S:13]([C:16]([F:19])([F:18])[F:17])(=[O:14])=[O:12])[N:28]=[CH:29]2)#[N:33], predict the reactants needed to synthesize it. The reactants are: FC1C=C2C(=CC=1)C=NC([O:12][S:13]([C:16]([F:19])([F:18])[F:17])(=O)=[O:14])=C2.[F:20][C:21]1[C:30]2[CH:29]=[N:28][C:27]([OH:31])=[CH:26][C:25]=2[C:24]([C:32]#[N:33])=[CH:23][CH:22]=1. (2) Given the product [O:33]1[C:28]2[CH:27]=[CH:26][C:25]([C:11]3[CH:10]=[C:9]([OH:8])[CH:14]=[CH:13][C:12]=3[CH:15]([O:20][C:21]([CH3:24])([CH3:23])[CH3:22])[C:16]([O:18][CH3:19])=[O:17])=[CH:34][C:29]=2[CH2:30][CH2:31][CH2:32]1, predict the reactants needed to synthesize it. The reactants are: C([O:8][C:9]1[CH:14]=[CH:13][C:12]([CH:15]([O:20][C:21]([CH3:24])([CH3:23])[CH3:22])[C:16]([O:18][CH3:19])=[O:17])=[C:11]([C:25]2[CH:26]=[CH:27][C:28]3[O:33][CH2:32][CH2:31][CH2:30][C:29]=3[CH:34]=2)[CH:10]=1)C1C=CC=CC=1. (3) Given the product [C:1]([C:5]1[CH:41]=[CH:40][C:8]([CH2:9][N:10]2[C:14](=[O:15])[N:13]([CH2:16][CH2:17][CH3:18])[C:12]([CH2:19][OH:20])=[N:11]2)=[CH:7][CH:6]=1)([CH3:2])([CH3:3])[CH3:4], predict the reactants needed to synthesize it. The reactants are: [C:1]([C:5]1[CH:41]=[CH:40][C:8]([CH2:9][N:10]2[C:14](=[O:15])[N:13]([CH2:16][CH2:17][CH3:18])[C:12]([CH2:19][O:20]C(C3C=CC=CC=3)(C3C=CC=CC=3)C3C=CC=CC=3)=[N:11]2)=[CH:7][CH:6]=1)([CH3:4])([CH3:3])[CH3:2].C(O)(C(F)(F)F)=O.